Dataset: NCI-60 drug combinations with 297,098 pairs across 59 cell lines. Task: Regression. Given two drug SMILES strings and cell line genomic features, predict the synergy score measuring deviation from expected non-interaction effect. (1) Drug 1: C1CCC(CC1)NC(=O)N(CCCl)N=O. Drug 2: CCN(CC)CCNC(=O)C1=C(NC(=C1C)C=C2C3=C(C=CC(=C3)F)NC2=O)C. Cell line: NCI-H522. Synergy scores: CSS=12.7, Synergy_ZIP=-4.57, Synergy_Bliss=0.690, Synergy_Loewe=-1.76, Synergy_HSA=-1.57. (2) Drug 1: CC1=C(C=C(C=C1)NC2=NC=CC(=N2)N(C)C3=CC4=NN(C(=C4C=C3)C)C)S(=O)(=O)N.Cl. Drug 2: CN(C)C1=NC(=NC(=N1)N(C)C)N(C)C. Cell line: U251. Synergy scores: CSS=8.12, Synergy_ZIP=-2.71, Synergy_Bliss=1.56, Synergy_Loewe=-4.90, Synergy_HSA=-0.781. (3) Drug 1: C1=CC(=C2C(=C1NCCNCCO)C(=O)C3=C(C=CC(=C3C2=O)O)O)NCCNCCO. Drug 2: CCCCCOC(=O)NC1=NC(=O)N(C=C1F)C2C(C(C(O2)C)O)O. Cell line: HOP-62. Synergy scores: CSS=39.5, Synergy_ZIP=0.420, Synergy_Bliss=1.21, Synergy_Loewe=-49.5, Synergy_HSA=-0.131. (4) Synergy scores: CSS=26.6, Synergy_ZIP=0.619, Synergy_Bliss=4.98, Synergy_Loewe=-3.23, Synergy_HSA=3.25. Drug 1: CC1=C(C=C(C=C1)NC(=O)C2=CC=C(C=C2)CN3CCN(CC3)C)NC4=NC=CC(=N4)C5=CN=CC=C5. Drug 2: C1CN(CCN1C(=O)CCBr)C(=O)CCBr. Cell line: U251. (5) Drug 1: CC(CN1CC(=O)NC(=O)C1)N2CC(=O)NC(=O)C2. Drug 2: C1=C(C(=O)NC(=O)N1)N(CCCl)CCCl. Cell line: NCIH23. Synergy scores: CSS=21.8, Synergy_ZIP=-3.74, Synergy_Bliss=-0.258, Synergy_Loewe=-9.52, Synergy_HSA=1.70. (6) Drug 1: COC1=C2C(=CC3=C1OC=C3)C=CC(=O)O2. Drug 2: C1C(C(OC1N2C=NC(=NC2=O)N)CO)O. Cell line: IGROV1. Synergy scores: CSS=-2.66, Synergy_ZIP=0.243, Synergy_Bliss=-2.53, Synergy_Loewe=-8.75, Synergy_HSA=-5.40. (7) Drug 1: CCC1(CC2CC(C3=C(CCN(C2)C1)C4=CC=CC=C4N3)(C5=C(C=C6C(=C5)C78CCN9C7C(C=CC9)(C(C(C8N6C=O)(C(=O)OC)O)OC(=O)C)CC)OC)C(=O)OC)O.OS(=O)(=O)O. Drug 2: COC1=NC(=NC2=C1N=CN2C3C(C(C(O3)CO)O)O)N. Cell line: HCT-15. Synergy scores: CSS=0.282, Synergy_ZIP=-1.29, Synergy_Bliss=-2.12, Synergy_Loewe=-2.22, Synergy_HSA=-2.21.